This data is from Full USPTO retrosynthesis dataset with 1.9M reactions from patents (1976-2016). The task is: Predict the reactants needed to synthesize the given product. (1) Given the product [CH:14]1([C:12]#[C:13][C:2]2[CH:7]=[C:6]([N+:8]([O-:10])=[O:9])[CH:5]=[CH:4][C:3]=2[F:11])[CH2:16][CH2:15]1, predict the reactants needed to synthesize it. The reactants are: Br[C:2]1[CH:7]=[C:6]([N+:8]([O-:10])=[O:9])[CH:5]=[CH:4][C:3]=1[F:11].[C:12]([CH:14]1[CH2:16][CH2:15]1)#[CH:13]. (2) Given the product [CH2:28]([O:27][C:25](=[O:26])[CH2:24][CH2:23][CH2:22][N:12]1[CH:13]=[C:9]([B:4]2[O:5][C:6]([CH3:7])([CH3:8])[C:2]([CH3:14])([CH3:1])[O:3]2)[CH:10]=[N:11]1)[CH3:29], predict the reactants needed to synthesize it. The reactants are: [CH3:1][C:2]1([CH3:14])[C:6]([CH3:8])([CH3:7])[O:5][B:4]([C:9]2[CH:10]=[N:11][NH:12][CH:13]=2)[O:3]1.C(=O)([O-])[O-].[K+].[K+].Br[CH2:22][CH2:23][CH2:24][C:25]([O:27][CH2:28][CH3:29])=[O:26].